From a dataset of NCI-60 drug combinations with 297,098 pairs across 59 cell lines. Regression. Given two drug SMILES strings and cell line genomic features, predict the synergy score measuring deviation from expected non-interaction effect. (1) Drug 1: C1CCC(C1)C(CC#N)N2C=C(C=N2)C3=C4C=CNC4=NC=N3. Drug 2: C1=NC2=C(N=C(N=C2N1C3C(C(C(O3)CO)O)O)F)N. Cell line: SF-268. Synergy scores: CSS=-19.4, Synergy_ZIP=1.75, Synergy_Bliss=-6.96, Synergy_Loewe=-11.3, Synergy_HSA=-11.3. (2) Drug 1: C1CN1C2=NC(=NC(=N2)N3CC3)N4CC4. Drug 2: C1CCC(C(C1)N)N.C(=O)(C(=O)[O-])[O-].[Pt+4]. Cell line: SK-MEL-5. Synergy scores: CSS=54.0, Synergy_ZIP=-4.80, Synergy_Bliss=-2.92, Synergy_Loewe=-11.1, Synergy_HSA=1.51. (3) Drug 1: CC1=C(C=C(C=C1)NC(=O)C2=CC=C(C=C2)CN3CCN(CC3)C)NC4=NC=CC(=N4)C5=CN=CC=C5. Drug 2: CN(CCCl)CCCl.Cl. Cell line: LOX IMVI. Synergy scores: CSS=21.5, Synergy_ZIP=-8.31, Synergy_Bliss=1.54, Synergy_Loewe=-5.63, Synergy_HSA=-2.75.